Dataset: Full USPTO retrosynthesis dataset with 1.9M reactions from patents (1976-2016). Task: Predict the reactants needed to synthesize the given product. (1) Given the product [F:1][C:2]1[CH:7]=[CH:6][CH:5]=[C:4]([F:8])[C:3]=1[C:9]1[C:10](=[O:29])[CH:11]=[CH:12][N:13]2[C:18]=1[CH:17]=[CH:16][C:15](/[CH:19]=[CH:20]\[C:21]1[CH:26]=[CH:25][C:24]([F:27])=[CH:23][C:22]=1[F:28])=[CH:14]2, predict the reactants needed to synthesize it. The reactants are: [F:1][C:2]1[CH:7]=[CH:6][CH:5]=[C:4]([F:8])[C:3]=1[C:9]1[C:10](=[O:29])[CH:11]=[CH:12][N:13]2[C:18]=1[CH:17]=[CH:16][C:15]([C:19]#[C:20][C:21]1[CH:26]=[CH:25][C:24]([F:27])=[CH:23][C:22]=1[F:28])=[CH:14]2. (2) Given the product [NH2:24][C:10]1[CH:11]=[C:12]2[C:7](=[CH:8][CH:9]=1)[N:6]([CH2:5][C:4]1[CH:27]=[CH:28][CH:29]=[C:2]([Cl:1])[CH:3]=1)[C:18]1[CH:17]=[N:16][C:15]([C:19]([O:21][CH2:22][CH3:23])=[O:20])=[CH:14][C:13]2=1, predict the reactants needed to synthesize it. The reactants are: [Cl:1][C:2]1[CH:3]=[C:4]([CH:27]=[CH:28][CH:29]=1)[CH2:5][N:6]1[C:18]2[CH:17]=[N:16][C:15]([C:19]([O:21][CH2:22][CH3:23])=[O:20])=[CH:14][C:13]=2[C:12]2[C:7]1=[CH:8][CH:9]=[C:10]([N+:24]([O-])=O)[CH:11]=2.C1COCC1.O.CN(C=O)C. (3) Given the product [NH2:1][C:4]1[CH:5]=[C:6]2[C:10](=[CH:11][CH:12]=1)[N:9]([C:13]1[CH:18]=[CH:17][CH:16]=[CH:15][CH:14]=1)[C:8]([C:19]([O:21][CH2:22][CH3:23])=[O:20])=[CH:7]2, predict the reactants needed to synthesize it. The reactants are: [N+:1]([C:4]1[CH:5]=[C:6]2[C:10](=[CH:11][CH:12]=1)[N:9]([C:13]1[CH:18]=[CH:17][CH:16]=[CH:15][CH:14]=1)[C:8]([C:19]([O:21][CH2:22][CH3:23])=[O:20])=[CH:7]2)([O-])=O.C([O-])=O.[NH4+]. (4) Given the product [CH:1]1([CH:7]([NH:26][C:27]2[CH:28]=[CH:29][C:30]([C:33]([N:35]([CH3:43])[CH2:36][CH2:37][C:38]([OH:40])=[O:39])=[O:34])=[CH:31][CH:32]=2)[C:8]2[O:9][C:10]3[CH:17]=[CH:16][C:15]([O:18][CH2:19][C:20]4[CH:25]=[CH:24][CH:23]=[CH:22][N:21]=4)=[CH:14][C:11]=3[C:12]=2[CH3:13])[CH2:6][CH2:5][CH2:4][CH2:3][CH2:2]1, predict the reactants needed to synthesize it. The reactants are: [CH:1]1([CH:7]([NH:26][C:27]2[CH:32]=[CH:31][C:30]([C:33]([N:35]([CH3:43])[CH2:36][CH2:37][C:38]([O:40]CC)=[O:39])=[O:34])=[CH:29][CH:28]=2)[C:8]2[O:9][C:10]3[CH:17]=[CH:16][C:15]([O:18][CH2:19][C:20]4[CH:25]=[CH:24][CH:23]=[CH:22][N:21]=4)=[CH:14][C:11]=3[C:12]=2[CH3:13])[CH2:6][CH2:5][CH2:4][CH2:3][CH2:2]1.[OH-].[Na+]. (5) The reactants are: [F:1][C:2]([F:29])([F:28])[CH:3]([C:19]1[CH:24]=C(Cl)C(Cl)=[C:21]([Cl:27])[CH:20]=1)/[CH:4]=[CH:5]/[C:6]1[CH:14]=[CH:13][C:9]([C:10](O)=[O:11])=[C:8]([C:15]([F:18])([F:17])[F:16])[CH:7]=1.[C:30]([Cl:35])(=O)[C:31]([Cl:33])=O.[Cl:36]CCl. Given the product [F:29][C:2]([F:28])([F:1])[CH:3]([C:19]1[CH:20]=[C:21]([Cl:27])[C:31]([Cl:33])=[C:30]([Cl:35])[CH:24]=1)/[CH:4]=[CH:5]/[C:6]1[CH:14]=[CH:13][C:9]([C:10]([Cl:36])=[O:11])=[C:8]([C:15]([F:16])([F:18])[F:17])[CH:7]=1, predict the reactants needed to synthesize it. (6) Given the product [CH3:1][O:2][C:3]1[CH:4]=[C:5]2[C:10](=[CH:11][C:12]=1[O:13][CH3:14])[N:9]=[CH:8][N:7]=[C:6]2[O:15][C:16]1[CH:22]=[CH:21][C:19]([NH:20][C:27](=[O:33])[O:26][CH:24]2[CH2:38][CH2:37][CH2:36][CH2:35][CH2:41][CH2:40]2)=[CH:18][CH:17]=1, predict the reactants needed to synthesize it. The reactants are: [CH3:1][O:2][C:3]1[CH:4]=[C:5]2[C:10](=[CH:11][C:12]=1[O:13][CH3:14])[N:9]=[CH:8][N:7]=[C:6]2[O:15][C:16]1[CH:22]=[CH:21][C:19]([NH2:20])=[CH:18][CH:17]=1.Cl[C:24](Cl)([O:26][C:27](=[O:33])OC(Cl)(Cl)Cl)Cl.[CH:35]1(O)[CH2:41][CH2:40]C[CH2:38][CH2:37][CH2:36]1.C(=O)(O)[O-].[Na+]. (7) Given the product [F:13][C:2]([F:1])([F:14])[C:3]1[CH:8]=[CH:7][CH:6]=[CH:5][C:4]=1[CH2:9][C:10]([N:15]1[CH2:20][CH2:19][C:18]2([C:28]3[C:23](=[CH:24][CH:25]=[CH:26][CH:27]=3)[NH:22][C:21]2=[O:29])[CH2:17][CH2:16]1)=[O:12], predict the reactants needed to synthesize it. The reactants are: [F:1][C:2]([F:14])([F:13])[C:3]1[CH:8]=[CH:7][CH:6]=[CH:5][C:4]=1[CH2:9][C:10]([OH:12])=O.[NH:15]1[CH2:20][CH2:19][C:18]2([C:28]3[C:23](=[CH:24][CH:25]=[CH:26][CH:27]=3)[NH:22][C:21]2=[O:29])[CH2:17][CH2:16]1. (8) Given the product [C:1]([O:5][C:6]([N:8]1[CH2:13][CH2:12][CH:11]([C:14]2[CH:23]=[CH:22][C:21]3[C:16](=[CH:17][CH:18]=[C:19]([Cl:36])[C:20]=3[C:24](=[O:35])[NH:25][CH2:26][CH:27]3[CH2:28][CH2:29][C:30]([F:34])([F:33])[CH2:31][CH2:32]3)[N:15]=2)[CH2:10][CH2:9]1)=[O:7])([CH3:4])([CH3:2])[CH3:3], predict the reactants needed to synthesize it. The reactants are: [C:1]([O:5][C:6]([N:8]1[CH2:13][CH:12]=[C:11]([C:14]2[CH:23]=[CH:22][C:21]3[C:16](=[CH:17][CH:18]=[C:19]([Cl:36])[C:20]=3[C:24](=[O:35])[NH:25][CH2:26][CH:27]3[CH2:32][CH2:31][C:30]([F:34])([F:33])[CH2:29][CH2:28]3)[N:15]=2)[CH2:10][CH2:9]1)=[O:7])([CH3:4])([CH3:3])[CH3:2].C([SiH](CC)CC)C. (9) Given the product [CH3:28][CH:25]([CH3:24])[CH2:26][C:21]([NH:20][NH:19][C:13]([CH:10]1[CH2:9][CH2:8][N:7]([C:2]2[N:1]=[CH:6][CH:5]=[CH:4][N:3]=2)[CH2:12][CH2:11]1)=[O:15])=[O:16], predict the reactants needed to synthesize it. The reactants are: [N:1]1[CH:6]=[CH:5][CH:4]=[N:3][C:2]=1[N:7]1[CH2:12][CH2:11][CH:10]([C:13]([OH:15])=O)[CH2:9][CH2:8]1.[OH2:16].ON1C2C=[CH:24][CH:25]=[CH:26][C:21]=2[N:20]=[N:19]1.Cl.[CH3:28]N(C)CCCN=C=NCC.C(N(C(C)C)CC)(C)C.